Dataset: Forward reaction prediction with 1.9M reactions from USPTO patents (1976-2016). Task: Predict the product of the given reaction. (1) The product is: [Cl:22][C:10]1[C:11]2[C:6](=[CH:5][CH:4]=[C:3]([O:2][CH3:1])[CH:12]=2)[C:7]([C:14]2[CH:15]=[N:16][CH:17]=[CH:18][CH:19]=2)=[N:8][N:9]=1. Given the reactants [CH3:1][O:2][C:3]1[CH:12]=[C:11]2[C:6]([C:7]([C:14]3[CH:15]=[N:16][CH:17]=[CH:18][CH:19]=3)=[N:8][NH:9][C:10]2=O)=[CH:5][CH:4]=1.P(Cl)(Cl)([Cl:22])=O, predict the reaction product. (2) Given the reactants Cl[C:2]1[N:7]=[C:6]([N:8]2[CH2:14][CH2:13][CH2:12][N:11]([CH3:15])[CH2:10][CH2:9]2)[CH:5]=[N:4][CH:3]=1.[CH:16]([C:18]1[O:22][C:21](B(O)O)=[CH:20][CH:19]=1)=[O:17].C(=O)([O-])[O-].[Cs+].[Cs+].O, predict the reaction product. The product is: [CH3:15][N:11]1[CH2:12][CH2:13][CH2:14][N:8]([C:6]2[N:7]=[C:2]([C:21]3[O:22][C:18]([CH:16]=[O:17])=[CH:19][CH:20]=3)[CH:3]=[N:4][CH:5]=2)[CH2:9][CH2:10]1. (3) Given the reactants C(OP([CH2:9][S:10]([N:13]1[CH2:18][CH2:17][N:16]([C:19]2[CH:24]=[C:23]([CH3:25])[CH:22]=[CH:21][N:20]=2)[CH2:15][CH2:14]1)(=[O:12])=[O:11])(OCC)=O)C.[H-].[Na+].[F:28][C:29]([F:38])([C:34]([F:37])([F:36])[F:35])[CH:30](OC)O, predict the reaction product. The product is: [CH3:25][C:23]1[CH:22]=[CH:21][N:20]=[C:19]([N:16]2[CH2:15][CH2:14][N:13]([S:10](/[CH:9]=[CH:30]/[C:29]([F:38])([F:28])[C:34]([F:37])([F:36])[F:35])(=[O:11])=[O:12])[CH2:18][CH2:17]2)[CH:24]=1. (4) Given the reactants C([O:3][C:4]([C:6]1[CH:7]=[C:8]2[C:13](=[CH:14][CH:15]=1)[N:12]=[CH:11][C:10]([C:16]#[N:17])=[C:9]2[C:18]1[CH:23]=[CH:22][CH:21]=[CH:20][CH:19]=1)=O)C.[H-], predict the reaction product. The product is: [OH:3][CH2:4][C:6]1[CH:7]=[C:8]2[C:13](=[CH:14][CH:15]=1)[N:12]=[CH:11][C:10]([C:16]#[N:17])=[C:9]2[C:18]1[CH:19]=[CH:20][CH:21]=[CH:22][CH:23]=1. (5) Given the reactants [O:1]=[C:2]1[CH:7]([C:8](=O)[C:9]([F:12])([F:11])[F:10])[CH2:6][CH2:5][N:4]([C:14]([O:16][C:17]([CH3:20])([CH3:19])[CH3:18])=[O:15])[CH2:3]1.O.[NH2:22][NH2:23], predict the reaction product. The product is: [OH:1][C:2]12[NH:23][N:22]=[C:8]([C:9]([F:12])([F:11])[F:10])[CH:7]1[CH2:6][CH2:5][N:4]([C:14]([O:16][C:17]([CH3:20])([CH3:19])[CH3:18])=[O:15])[CH2:3]2. (6) Given the reactants [CH3:1][O:2][C:3]([C:5]1[C:10]([OH:11])=[CH:9][CH:8]=[CH:7][N:6]=1)=[O:4].[C:12]([O-])([O-])=O.[K+].[K+].CN(C=O)C, predict the reaction product. The product is: [CH3:1][O:2][C:3]([C:5]1[C:10]([O:11][CH3:12])=[CH:9][CH:8]=[CH:7][N:6]=1)=[O:4]. (7) Given the reactants [H-].[Na+].[OH:3]/[N:4]=[C:5](/[C:11]1[CH:12]=[N:13][CH:14]=[CH:15][CH:16]=1)\[C:6]([O:8][CH2:9][CH3:10])=[O:7].Cl[CH2:18][C:19]1[CH:38]=[CH:37][C:22]([O:23][CH2:24][C:25]2[N:26]=[C:27]([C:31]3[CH:36]=[CH:35][CH:34]=[CH:33][CH:32]=3)[O:28][C:29]=2[CH3:30])=[CH:21][CH:20]=1.Cl.C(=O)(O)[O-].[Na+], predict the reaction product. The product is: [CH3:30][C:29]1[O:28][C:27]([C:31]2[CH:32]=[CH:33][CH:34]=[CH:35][CH:36]=2)=[N:26][C:25]=1[CH2:24][O:23][C:22]1[CH:21]=[CH:20][C:19]([CH2:18][O:3]/[N:4]=[C:5](/[C:11]2[CH:12]=[N:13][CH:14]=[CH:15][CH:16]=2)\[C:6]([O:8][CH2:9][CH3:10])=[O:7])=[CH:38][CH:37]=1.